Dataset: Reaction yield outcomes from USPTO patents with 853,638 reactions. Task: Predict the reaction yield, written as a fraction of the theoretical maximum amount of product (1.0 means a 100% yield; for example, 0.34 means a 34% yield). (1) The reactants are C(OC(=O)[NH:7][C@H:8]1[CH2:13][CH2:12][C@@H:11]([NH:14][C:15]2[N:24]=[C:23]([NH:25][CH3:26])[C:22]3[C:17](=[CH:18][CH:19]=[CH:20][CH:21]=3)[N:16]=2)[CH2:10][CH2:9]1)(C)(C)C.[ClH:28].[Br:29][C:30]1[CH:35]=[CH:34][C:33]([CH2:36][CH2:37][CH:38]=O)=[C:32]([O:40][C:41]([F:44])([F:43])[F:42])[CH:31]=1.CC(O)=O.[BH3-]C#N.[Na+].C([O-])(O)=O.[Na+]. The catalyst is C(Cl)(Cl)Cl.CCOC(C)=O. The product is [ClH:28].[ClH:28].[Br:29][C:30]1[CH:35]=[CH:34][C:33]([CH2:36][CH2:37][CH2:38][NH:7][C@@H:8]2[CH2:9][CH2:10][C@H:11]([NH:14][C:15]3[N:24]=[C:23]([NH:25][CH3:26])[C:22]4[C:17](=[CH:18][CH:19]=[CH:20][CH:21]=4)[N:16]=3)[CH2:12][CH2:13]2)=[C:32]([O:40][C:41]([F:42])([F:43])[F:44])[CH:31]=1. The yield is 0.0700. (2) The reactants are [CH3:1][O:2][C:3]1[CH:8]=[CH:7][C:6]([Mg]Br)=[CH:5][CH:4]=1.[O:11]=[C:12]1[C:20](=[O:21])[C:19]2[C:14](=[C:15]([C:22]([O:24][CH3:25])=[O:23])[CH:16]=[CH:17][CH:18]=2)[NH:13]1. The catalyst is C1COCC1. The product is [OH:21][C:20]1([C:6]2[CH:7]=[CH:8][C:3]([O:2][CH3:1])=[CH:4][CH:5]=2)[C:19]2[C:14](=[C:15]([C:22]([O:24][CH3:25])=[O:23])[CH:16]=[CH:17][CH:18]=2)[NH:13][C:12]1=[O:11]. The yield is 0.690. (3) The catalyst is C(O)C. The product is [ClH:3].[CH3:22][N:20]([CH3:21])[C:11]1([C:14]2[CH:15]=[CH:16][CH:17]=[CH:18][CH:19]=2)[CH2:12][CH2:13][C:8](=[CH:7][C:6]([OH:23])=[O:5])[CH2:9][CH2:10]1. The yield is 0.980. The reactants are [OH-].[K+].[ClH:3].C[O:5][C:6](=[O:23])[CH:7]=[C:8]1[CH2:13][CH2:12][C:11]([N:20]([CH3:22])[CH3:21])([C:14]2[CH:19]=[CH:18][CH:17]=[CH:16][CH:15]=2)[CH2:10][CH2:9]1.CCOCC.Cl. (4) The reactants are C(OC([NH:8][C@@H:9]([CH2:13][CH2:14][CH2:15][CH2:16][NH:17][C:18]([O:20][CH2:21][CH2:22][CH2:23][CH:24]=[CH2:25])=[O:19])[C:10]([OH:12])=[O:11])=O)(C)(C)C.[C:26]([OH:32])([C:28]([F:31])([F:30])[F:29])=[O:27]. The product is [OH:32][C:26]([C:28]([F:31])([F:30])[F:29])=[O:27].[NH2:8][C@@H:9]([CH2:13][CH2:14][CH2:15][CH2:16][NH:17][C:18]([O:20][CH2:21][CH2:22][CH2:23][CH:24]=[CH2:25])=[O:19])[C:10]([OH:12])=[O:11]. The yield is 0.930. The catalyst is C(Cl)Cl. (5) The reactants are [H-].[Na+].[CH3:3][O:4][CH2:5][CH2:6][O:7]CCO.[CH2:11]([O:13][C:14](=[O:42])[CH2:15][CH2:16][CH2:17][CH2:18][CH2:19][O:20][CH2:21][CH2:22][O:23][CH2:24][CH2:25][O:26][CH2:27][CH2:28][O:29][CH2:30][CH2:31][O:32][CH2:33][CH2:34][O:35][CH2:36][CH2:37]S(C)(=O)=O)[CH3:12]. The catalyst is C1(C)C=CC=CC=1. The product is [CH2:11]([O:13][C:14](=[O:42])[CH2:15][CH2:16][CH2:17][CH2:18][CH2:19][O:20][CH2:21][CH2:22][O:23][CH2:24][CH2:25][O:26][CH2:27][CH2:28][O:29][CH2:30][CH2:31][O:32][CH2:33][CH2:34][O:35][CH2:36][CH2:37][O:7][CH2:6][CH2:5][O:4][CH3:3])[CH3:12]. The yield is 0.570. (6) The reactants are [CH3:1][CH:2]([CH2:7][N:8]1[CH2:13][CH2:12][CH2:11][CH2:10][CH2:9]1)[CH2:3][C:4]([OH:6])=[O:5].C1N=CN(C(N2C=NC=C2)=O)C=1.Cl.[F:27][C:28]1[C:32]([C:33]2[CH:34]=[N:35][C:36]3[C:41]([CH:42]=2)=[CH:40][CH:39]=[CH:38][CH:37]=3)=[N:31][NH:30][C:29]=1[NH2:43].CCN(CC)CC. The catalyst is ClCCCl. The product is [CH:4]([OH:6])=[O:5].[F:27][C:28]1[C:32]([C:33]2[CH:34]=[N:35][C:36]3[C:41]([CH:42]=2)=[CH:40][CH:39]=[CH:38][CH:37]=3)=[N:31][NH:30][C:29]=1[NH:43][C:4](=[O:6])[CH2:3][CH:2]([CH3:1])[CH2:7][N:8]1[CH2:13][CH2:12][CH2:11][CH2:10][CH2:9]1. The yield is 0.330. (7) The reactants are [OH:1]/[N:2]=[C:3](\Cl)/[C:4]1[C:8]([C:9]([F:12])([F:11])[F:10])=[C:7]([C:13]2[CH:18]=[CH:17][CH:16]=[CH:15][CH:14]=2)[O:6][N:5]=1.[CH:20]([C:22]1[CH:31]=[C:30]2[C:25]([C:26](N3CCOCC3)=[CH:27][CH2:28][O:29]2)=[CH:24][CH:23]=1)=[CH2:21].C(N(CC)CC)C.C(O)(C(F)(F)F)=O. The catalyst is ClC(Cl)C.ClCCl. The product is [C:13]1([C:7]2[O:6][N:5]=[C:4]([C:3]3[C:27]4[CH2:28][O:29][C:30]5[CH:31]=[C:22]([CH:20]=[CH2:21])[CH:23]=[CH:24][C:25]=5[C:26]=4[O:1][N:2]=3)[C:8]=2[C:9]([F:12])([F:11])[F:10])[CH:18]=[CH:17][CH:16]=[CH:15][CH:14]=1. The yield is 0.120. (8) The reactants are [C:1]([C:3]1[CH:4]=[C:5]([CH:34]=[C:35]([CH3:37])[CH:36]=1)[C:6]([C:8]1[N:13]([CH2:14][CH2:15][O:16][C:17](=[O:19])[NH2:18])[C:12](=[O:20])[N:11](CC2C=CC(OC)=CC=2)[C:10](=[O:30])[C:9]=1[CH:31]([CH3:33])[CH3:32])=[O:7])#[N:2].C(O)(=O)C.O. The catalyst is CC#N. The product is [C:1]([C:3]1[CH:4]=[C:5]([CH:34]=[C:35]([CH3:37])[CH:36]=1)[C:6]([C:8]1[N:13]([CH2:14][CH2:15][O:16][C:17](=[O:19])[NH2:18])[C:12](=[O:20])[NH:11][C:10](=[O:30])[C:9]=1[CH:31]([CH3:33])[CH3:32])=[O:7])#[N:2]. The yield is 0.560. (9) The reactants are C[O:2][C:3]([C:5]1[C:19]([NH:20][C:21]2[CH:26]=[CH:25][C:24]([Br:27])=[CH:23][C:22]=2[Cl:28])=[C:18]([F:29])[C:8]2[N:9]=[CH:10][N:11]([CH2:12][CH2:13][S:14]([CH3:17])(=[O:16])=[O:15])[C:7]=2[CH:6]=1)=O.[BH4-].[Na+]. The catalyst is CCO.C1COCC1. The product is [Br:27][C:24]1[CH:25]=[CH:26][C:21]([NH:20][C:19]2[C:5]([CH2:3][OH:2])=[CH:6][C:7]3[N:11]([CH2:12][CH2:13][S:14]([CH3:17])(=[O:16])=[O:15])[CH:10]=[N:9][C:8]=3[C:18]=2[F:29])=[C:22]([Cl:28])[CH:23]=1. The yield is 0.790.